Dataset: Forward reaction prediction with 1.9M reactions from USPTO patents (1976-2016). Task: Predict the product of the given reaction. (1) Given the reactants [O:1]=[C:2]1[C:11]2[C:6](=[CH:7][CH:8]=[CH:9][CH:10]=2)[N:5]=[CH:4][N:3]1[C@@H:12]1[CH2:17][CH2:16][CH2:15][N:14]([C:18]2[CH:26]=[CH:25][C:24]([C:27]#[N:28])=[C:23]3[C:19]=2[CH:20]=[CH:21][N:22]3S(C2C=CC(C)=CC=2)(=O)=O)[CH2:13]1.FC1C=CC(C#N)=C2C=1C=CN2S(C1C=CC(C)=CC=1)(=O)=O.N1CCC[C@@H](N2C(=O)C3C(=CC=CC=3)N=C2)C1.C(=O)([O-])[O-].[Cs+].[Cs+], predict the reaction product. The product is: [O:1]=[C:2]1[C:11]2[C:6](=[CH:7][CH:8]=[CH:9][CH:10]=2)[N:5]=[CH:4][N:3]1[C@@H:12]1[CH2:17][CH2:16][CH2:15][N:14]([C:18]2[CH:26]=[CH:25][C:24]([C:27]#[N:28])=[C:23]3[C:19]=2[CH:20]=[CH:21][NH:22]3)[CH2:13]1. (2) The product is: [C:1]([O:5][CH:6]([C:11]1[N:12]=[C:13]2[CH:18]=[CH:17][CH:16]=[CH:15][N:14]2[C:19]=1[C:20]1[CH:21]=[CH:22][C:23]2[O:28][CH2:27][CH2:26][CH2:25][C:24]=2[CH:29]=1)[C:7]([OH:9])=[O:8])([CH3:4])([CH3:2])[CH3:3]. Given the reactants [C:1]([O:5][CH:6]([C:11]1[N:12]=[C:13]2[CH:18]=[CH:17][CH:16]=[CH:15][N:14]2[C:19]=1[C:20]1[CH:21]=[CH:22][C:23]2[O:28][CH2:27][CH2:26][CH2:25][C:24]=2[CH:29]=1)[C:7]([O:9]C)=[O:8])([CH3:4])([CH3:3])[CH3:2].[OH-].[K+], predict the reaction product. (3) Given the reactants [CH3:1][O:2][CH2:3][CH2:4][C:5]1[N:6]([CH2:19][CH2:20][O:21][CH2:22][CH2:23][NH:24][CH3:25])[C:7]2[C:16]3[CH:15]=[CH:14][CH:13]=[CH:12][C:11]=3[N:10]=[C:9]([NH2:17])[C:8]=2[N:18]=1, predict the reaction product. The product is: [CH3:1][O:2][CH2:3][CH2:4][C:5]1[N:6]([CH2:19][CH2:20][O:21][CH2:22][CH2:23][NH:24][CH3:25])[C:7]2[C:16]3[CH2:15][CH2:14][CH2:13][CH2:12][C:11]=3[N:10]=[C:9]([NH2:17])[C:8]=2[N:18]=1. (4) Given the reactants [C:1]([C:5]1[N:6]=[C:7]([NH:12][C:13]2[C:14]([O:19][C:20]3[CH:25]=[CH:24][CH:23]=[CH:22][C:21]=3[C:26]([CH3:29])([CH3:28])[CH3:27])=[N:15][CH:16]=[CH:17][CH:18]=2)[S:8][C:9]=1[CH2:10]O)([CH3:4])([CH3:3])[CH3:2].[CH2:30]([NH:34][CH3:35])[CH:31]([CH3:33])[CH3:32], predict the reaction product. The product is: [C:1]([C:5]1[N:6]=[C:7]([NH:12][C:13]2[C:14]([O:19][C:20]3[CH:25]=[CH:24][CH:23]=[CH:22][C:21]=3[C:26]([CH3:29])([CH3:28])[CH3:27])=[N:15][CH:16]=[CH:17][CH:18]=2)[S:8][C:9]=1[CH2:10][N:34]([CH2:30][CH:31]([CH3:33])[CH3:32])[CH3:35])([CH3:4])([CH3:3])[CH3:2]. (5) The product is: [C:23]1([C:20]2[CH:21]=[C:22]3[C:17](=[C:18]([C:29]([NH2:31])=[O:30])[CH:19]=2)[NH:16][CH:15]=[C:14]3[CH:11]2[CH2:12][CH2:13][N:8]([S:5]([CH2:4][CH2:3][CH2:2][O:40][C:36]3[CH:37]=[CH:38][CH:39]=[C:34]([C:33]([F:32])([F:41])[F:42])[CH:35]=3)(=[O:7])=[O:6])[CH2:9][CH2:10]2)[CH:28]=[CH:27][CH:26]=[CH:25][CH:24]=1. Given the reactants Cl[CH2:2][CH2:3][CH2:4][S:5]([N:8]1[CH2:13][CH2:12][CH:11]([C:14]2[C:22]3[C:17](=[C:18]([C:29]([NH2:31])=[O:30])[CH:19]=[C:20]([C:23]4[CH:28]=[CH:27][CH:26]=[CH:25][CH:24]=4)[CH:21]=3)[NH:16][CH:15]=2)[CH2:10][CH2:9]1)(=[O:7])=[O:6].[F:32][C:33]([F:42])([F:41])[C:34]1[CH:35]=[C:36]([OH:40])[CH:37]=[CH:38][CH:39]=1.C([O-])([O-])=O.[K+].[K+], predict the reaction product. (6) Given the reactants Cl[C:2]([O:4][CH2:5][C:6]1[CH:11]=[CH:10][CH:9]=[CH:8][CH:7]=1)=[O:3].[NH2:12][C@H:13]1[CH2:18][CH2:17][C@H:16]([C:19]2[N:24]=[CH:23][C:22]([OH:25])=[CH:21][CH:20]=2)[CH2:15][CH2:14]1.[C:26](=[O:29])([O-])[O-:27].[Na+].[Na+], predict the reaction product. The product is: [C:26](=[O:29])([O:25][C:22]1[CH:23]=[N:24][C:19]([C@H:16]2[CH2:15][CH2:14][C@H:13]([NH:12][C:2]([O:4][CH2:5][C:6]3[CH:11]=[CH:10][CH:9]=[CH:8][CH:7]=3)=[O:3])[CH2:18][CH2:17]2)=[CH:20][CH:21]=1)[O:27][CH2:5][C:6]1[CH:11]=[CH:10][CH:9]=[CH:8][CH:7]=1. (7) The product is: [CH2:28]([O:36][C:22]([C:8]1[C:7]([C:25]([O:24][CH2:18][CH2:19][CH2:2][CH2:3][CH2:4][CH2:5][CH2:10][CH3:9])=[O:26])=[CH:6][C:5]2[C:4](=[O:27])[C:3]3[C:12](=[C:13]([OH:20])[C:14]4[C:19]([C:2]=3[OH:1])=[CH:18][CH:17]=[CH:16][CH:15]=4)[C:11](=[O:21])[C:10]=2[CH:9]=1)=[O:23])[CH2:29][CH2:30][CH2:31][CH2:32][CH2:33][CH2:34][CH3:35]. Given the reactants [OH:1][C:2]1[C:19]2[C:14](=[CH:15][CH:16]=[CH:17][CH:18]=2)[C:13]([OH:20])=[C:12]2[C:3]=1[C:4](=[O:27])[C:5]1[CH:6]=[C:7]3[C:25](=[O:26])[O:24][C:22](=[O:23])[C:8]3=[CH:9][C:10]=1[C:11]2=[O:21].[CH2:28]([OH:36])[CH2:29][CH2:30][CH2:31][CH2:32][CH2:33][CH2:34][CH3:35].S(=O)(=O)(O)O.O, predict the reaction product. (8) Given the reactants CCN(C(C)C)C(C)C.C(Cl)(=O)OCC(C)C.[C:18]([O:22][C:23]([NH:25][CH:26]([CH3:30])[C:27]([OH:29])=O)=[O:24])([CH3:21])([CH3:20])[CH3:19].[Si]([CH:35]=[N+:36]=[N-:37])(C)(C)C, predict the reaction product. The product is: [N+:36](=[CH:35][C:27](=[O:29])[CH:26]([NH:25][C:23](=[O:24])[O:22][C:18]([CH3:19])([CH3:20])[CH3:21])[CH3:30])=[N-:37].